From a dataset of Reaction yield outcomes from USPTO patents with 853,638 reactions. Predict the reaction yield, written as a fraction of the theoretical maximum amount of product (1.0 means a 100% yield; for example, 0.34 means a 34% yield). (1) The reactants are F[C:2](F)([O:12]C)[CH:3]([C:8]([F:11])(F)F)[C:4]([F:7])([F:6])[F:5].CN(C)C.[F:19][C:20]1[CH:39]=[CH:38][CH:37]=[CH:36][C:21]=1[CH2:22][N:23]1[C:27]([C:28]2[CH:32]=[CH:31][O:30][N:29]=2)=[CH:26][C:25]([C:33](=[NH:35])[NH2:34])=[N:24]1. The catalyst is CN(C=O)C.C(OCC)(=O)C.CO. The product is [F:11][C:8]1[N:34]=[C:33]([C:25]2[CH:26]=[C:27]([C:28]3[CH:32]=[CH:31][O:30][N:29]=3)[N:23]([CH2:22][C:21]3[CH:36]=[CH:37][CH:38]=[CH:39][C:20]=3[F:19])[N:24]=2)[NH:35][C:2](=[O:12])[C:3]=1[C:4]([F:5])([F:6])[F:7]. The yield is 0.240. (2) The reactants are [CH3:1][O:2][CH:3]([C:7]1[CH:12]=[CH:11][C:10]([Cl:13])=[CH:9][CH:8]=1)[CH2:4][CH2:5]Cl.[CH3:14][CH:15]([CH3:31])[C:16]([NH:18][C:19]1[CH:24]=[CH:23][CH:22]=[C:21]([CH:25]2[CH2:30][CH2:29][NH:28][CH2:27][CH2:26]2)[CH:20]=1)=[O:17].C(N(C(C)C)CC)(C)C. The catalyst is [I-].C([N+](CCCC)(CCCC)CCCC)CCC.O1CCOCC1. The product is [Cl:13][C:10]1[CH:11]=[CH:12][C:7]([CH:3]([O:2][CH3:1])[CH2:4][CH2:5][N:28]2[CH2:29][CH2:30][CH:25]([C:21]3[CH:20]=[C:19]([NH:18][C:16](=[O:17])[CH:15]([CH3:14])[CH3:31])[CH:24]=[CH:23][CH:22]=3)[CH2:26][CH2:27]2)=[CH:8][CH:9]=1. The yield is 0.738. (3) The reactants are [C:1]([N:4]1[C:13]2[C:8](=[CH:9][C:10]([C:14]([OH:16])=O)=[CH:11][CH:12]=2)[C@H:7]([NH:17][C:18]2[CH:23]=[CH:22][N:21]=[C:20]([CH3:24])[N:19]=2)[C@@H:6]([CH3:25])[C@@H:5]1[CH:26]1[CH2:28][CH2:27]1)(=[O:3])[CH3:2].[NH2:29][CH2:30][CH2:31][OH:32].CCN(C(C)C)C(C)C.CN(C(ON1N=NC2C=CC=NC1=2)=[N+](C)C)C.F[P-](F)(F)(F)(F)F. The catalyst is CN(C)C=O. The product is [C:1]([N:4]1[C:13]2[C:8](=[CH:9][C:10]([C:14]([NH:29][CH2:30][CH2:31][OH:32])=[O:16])=[CH:11][CH:12]=2)[C@H:7]([NH:17][C:18]2[CH:23]=[CH:22][N:21]=[C:20]([CH3:24])[N:19]=2)[C@@H:6]([CH3:25])[C@@H:5]1[CH:26]1[CH2:28][CH2:27]1)(=[O:3])[CH3:2]. The yield is 0.310. (4) The reactants are [CH2:1]([NH:3][C:4]([NH:6][C:7]1[CH:8]=[C:9]([CH:11]=[CH:12][CH:13]=1)[NH2:10])=[O:5])[CH3:2].Cl[C:15]1[N:20]=[C:19](Cl)[C:18]([F:22])=[CH:17][N:16]=1. No catalyst specified. The product is [CH2:1]([NH:3][C:4]([NH:6][C:7]1[CH:8]=[C:9]([NH:10][C:15]2[N:20]=[C:19]([NH:10][C:9]3[CH:11]=[CH:12][CH:13]=[C:7]([NH:6][C:4]([NH:3][CH2:1][CH3:2])=[O:5])[CH:8]=3)[C:18]([F:22])=[CH:17][N:16]=2)[CH:11]=[CH:12][CH:13]=1)=[O:5])[CH3:2]. The yield is 0.660. (5) The product is [C:1]([O:5][C:6](=[O:25])[NH:7][C@H:8]1[CH2:14][CH2:13][C@@H:12]([OH:15])[CH2:11][N:10]([CH3:23])[C:9]1=[O:24])([CH3:4])([CH3:2])[CH3:3]. The catalyst is C1COCC1. The yield is 0.720. The reactants are [C:1]([O:5][C:6](=[O:25])[NH:7][C@H:8]1[CH2:14][CH2:13][C@@H:12]([O:15][Si](C(C)(C)C)(C)C)[CH2:11][N:10]([CH3:23])[C:9]1=[O:24])([CH3:4])([CH3:3])[CH3:2].[F-].C([N+](CCCC)(CCCC)CCCC)CCC.O. (6) The reactants are NC(N)=O.[NH2:5][C:6]1[C:7]([OH:17])=[C:8]([S:13]([NH2:16])(=[O:15])=[O:14])[C:9]([Cl:12])=[CH:10][CH:11]=1.[CH3:18][O:19][C:20]1[CH:25]=[CH:24][CH:23]=[CH:22][C:21]=1[N:26]=[C:27]=[O:28]. No catalyst specified. The product is [Cl:12][C:9]1[CH:10]=[CH:11][C:6]([NH:5][C:27]([NH:26][C:21]2[CH:22]=[CH:23][CH:24]=[CH:25][C:20]=2[O:19][CH3:18])=[O:28])=[C:7]([OH:17])[C:8]=1[S:13]([NH2:16])(=[O:15])=[O:14]. The yield is 0.340. (7) No catalyst specified. The yield is 0.710. The product is [Cl:23][C:19]1[CH:20]=[C:21]([NH:41][CH:38]2[CH2:40][CH2:39]2)[N:16]2[N:15]=[C:14]([C:24]3[CH:29]=[CH:28][C:27]([O:30][CH3:31])=[CH:26][CH:25]=3)[C:13]([C:11]3[CH:10]=[CH:9][N:8]=[C:7]([NH:6][CH:1]4[CH2:5][CH2:4][CH2:3][CH2:2]4)[N:12]=3)=[C:17]2[CH:18]=1. The reactants are [CH:1]1([NH:6][C:7]2[N:12]=[C:11]([C:13]3[C:14]([C:24]4[CH:29]=[CH:28][C:27]([O:30][CH3:31])=[CH:26][CH:25]=4)=[N:15][N:16]4[C:21](Cl)=[CH:20][C:19]([Cl:23])=[CH:18][C:17]=34)[CH:10]=[CH:9][N:8]=2)[CH2:5][CH2:4][CH2:3][CH2:2]1.C(OCC)(=O)C.[CH:38]1([NH2:41])[CH2:40][CH2:39]1.